Dataset: Forward reaction prediction with 1.9M reactions from USPTO patents (1976-2016). Task: Predict the product of the given reaction. (1) Given the reactants C(OC([NH:8][CH2:9][C@H:10]1[CH2:15][CH2:14][C@H:13]([C:16]([NH:18][C@@H:19]([CH2:43][C:44]2[CH:49]=[CH:48][C:47]([C:50]3[CH:55]=[CH:54][C:53]([C:56](=[O:67])[NH:57][CH:58]4[CH2:63][CH2:62][CH:61]([N:64]([CH3:66])[CH3:65])[CH2:60][CH2:59]4)=[CH:52][C:51]=3[C:68]([F:71])([F:70])[F:69])=[CH:46][CH:45]=2)[C:20]([NH:22][C:23]2[CH:28]=[CH:27][C:26]([C:29]3[NH:33][N:32]=[C:31]([C:34]([F:42])([F:41])[C:35]([F:40])([F:39])[C:36]([OH:38])=[O:37])[N:30]=3)=[CH:25][CH:24]=2)=[O:21])=[O:17])[CH2:12][CH2:11]1)=O)(C)(C)C.[ClH:72], predict the reaction product. The product is: [ClH:72].[NH2:8][CH2:9][C@H:10]1[CH2:15][CH2:14][C@H:13]([C:16]([NH:18][C@@H:19]([CH2:43][C:44]2[CH:49]=[CH:48][C:47]([C:50]3[CH:55]=[CH:54][C:53]([C:56](=[O:67])[NH:57][CH:58]4[CH2:59][CH2:60][CH:61]([N:64]([CH3:66])[CH3:65])[CH2:62][CH2:63]4)=[CH:52][C:51]=3[C:68]([F:69])([F:71])[F:70])=[CH:46][CH:45]=2)[C:20]([NH:22][C:23]2[CH:24]=[CH:25][C:26]([C:29]3[NH:33][N:32]=[C:31]([C:34]([F:41])([F:42])[C:35]([F:40])([F:39])[C:36]([OH:38])=[O:37])[N:30]=3)=[CH:27][CH:28]=2)=[O:21])=[O:17])[CH2:12][CH2:11]1. (2) Given the reactants Cl[CH2:2][C:3]1[N:4]=[C:5]([CH2:8][CH2:9][C:10]2[N:11]=[C:12]([C:16]3[CH:21]=[CH:20][CH:19]=[CH:18][CH:17]=3)[O:13][C:14]=2[CH3:15])[S:6][CH:7]=1.[OH:22][C:23]1[CH:24]=[C:25]([CH2:29][C:30]([O:32][CH3:33])=[O:31])[CH:26]=[CH:27][CH:28]=1.CN(C)C=O.[H-].[Na+], predict the reaction product. The product is: [CH3:15][C:14]1[O:13][C:12]([C:16]2[CH:21]=[CH:20][CH:19]=[CH:18][CH:17]=2)=[N:11][C:10]=1[CH2:9][CH2:8][C:5]1[S:6][CH:7]=[C:3]([CH2:2][O:22][C:23]2[CH:24]=[C:25]([CH2:29][C:30]([O:32][CH3:33])=[O:31])[CH:26]=[CH:27][CH:28]=2)[N:4]=1. (3) Given the reactants [CH3:1][N:2]([CH3:11])[C:3]1[CH:10]=[CH:9][C:6]([C:7]#[N:8])=[CH:5][N:4]=1.[NH2:12][OH:13], predict the reaction product. The product is: [CH3:1][N:2]([CH3:11])[C:3]1[CH:10]=[CH:9][C:6]([C:7]([NH:12][OH:13])=[NH:8])=[CH:5][N:4]=1. (4) Given the reactants [C:1]([Si:5]([CH3:20])([CH3:19])[O:6][C@@H:7]1[CH2:11][O:10][C@@H:9]2[C@H:12]([O:15][CH2:16][C:17]#[CH:18])[CH2:13][O:14][C@H:8]12)([CH3:4])([CH3:3])[CH3:2].[Cl:21][C:22]1[N:27]=[C:26](I)[C:25]([NH2:29])=[CH:24][CH:23]=1, predict the reaction product. The product is: [Si:5]([O:6][C@H:7]1[C@H:8]2[O:14][CH2:13][C@@H:12]([O:15][CH2:16][C:17]3[NH:29][C:25]4[C:26](=[N:27][C:22]([Cl:21])=[CH:23][CH:24]=4)[CH:18]=3)[C@H:9]2[O:10][CH2:11]1)([C:1]([CH3:4])([CH3:3])[CH3:2])([CH3:19])[CH3:20]. (5) Given the reactants [N+:1]([C:4]1[CH:17]=[CH:16][C:7]([C:8]([NH:10][C:11]2[S:12][CH:13]=[CH:14][N:15]=2)=[O:9])=[C:6]([Cl:18])[CH:5]=1)([O-])=O.Cl[Sn]Cl.[OH-].[Na+], predict the reaction product. The product is: [NH2:1][C:4]1[CH:17]=[CH:16][C:7]([C:8]([NH:10][C:11]2[S:12][CH:13]=[CH:14][N:15]=2)=[O:9])=[C:6]([Cl:18])[CH:5]=1.